This data is from Full USPTO retrosynthesis dataset with 1.9M reactions from patents (1976-2016). The task is: Predict the reactants needed to synthesize the given product. (1) The reactants are: Cl[C:2](OC1C=CC=CC=1)=[O:3].[CH3:11][O:12][C:13]1[CH:18]=[CH:17][CH:16]=[CH:15][C:14]=1[C:19]1[N:24]=[CH:23][N:22]=[C:21]([NH2:25])[CH:20]=1.CCN(C(C)C)C(C)C.[NH2:35][C:36]1[CH:37]=[C:38]([CH2:42][C:43]([OH:45])=[O:44])[CH:39]=[CH:40][CH:41]=1. Given the product [CH3:11][O:12][C:13]1[CH:18]=[CH:17][CH:16]=[CH:15][C:14]=1[C:19]1[N:24]=[CH:23][N:22]=[C:21]([NH:25][C:2](=[O:3])[NH:35][C:36]2[CH:37]=[C:38]([CH2:42][C:43]([OH:45])=[O:44])[CH:39]=[CH:40][CH:41]=2)[CH:20]=1, predict the reactants needed to synthesize it. (2) Given the product [CH3:16][S:17]([CH2:2][C:3]1([C:7]2[CH:12]=[CH:11][C:10]([N+:13]([O-:15])=[O:14])=[CH:9][CH:8]=2)[CH2:6][CH2:5][CH2:4]1)(=[O:19])=[O:18], predict the reactants needed to synthesize it. The reactants are: I[CH2:2][C:3]1([C:7]2[CH:12]=[CH:11][C:10]([N+:13]([O-:15])=[O:14])=[CH:9][CH:8]=2)[CH2:6][CH2:5][CH2:4]1.[CH3:16][S:17]([OH:19])=[O:18].[Na].